From a dataset of Forward reaction prediction with 1.9M reactions from USPTO patents (1976-2016). Predict the product of the given reaction. (1) Given the reactants ClC1C=C(Cl)C=CC=1C1C(C2NC=CN=2)=CN=C(CCN)N=1.Cl[C:24]1[N:29]=[C:28]([O:30][CH2:31][CH2:32][N:33]([CH3:35])[CH3:34])[C:27]([N+:36]([O-:38])=[O:37])=[CH:26][CH:25]=1.[Cl:39][C:40]1[CH:45]=[C:44]([Cl:46])[CH:43]=[CH:42][C:41]=1[C:47]1[C:52]([C:53]2[NH:54][CH:55]=[CH:56][N:57]=2)=[CH:51][N:50]=[C:49]([NH:58][CH2:59][CH2:60][NH:61]C2C=CC([N+]([O-])=O)=C(OC)N=2)[N:48]=1, predict the reaction product. The product is: [Cl:39][C:40]1[CH:45]=[C:44]([Cl:46])[CH:43]=[CH:42][C:41]=1[C:47]1[C:52]([C:53]2[NH:57][CH:56]=[CH:55][N:54]=2)=[CH:51][N:50]=[C:49]([NH:58][CH2:59][CH2:60][NH:61][C:24]2[N:29]=[C:28]([O:30][CH2:31][CH2:32][N:33]([CH3:35])[CH3:34])[C:27]([N+:36]([O-:38])=[O:37])=[CH:26][CH:25]=2)[N:48]=1. (2) The product is: [Cl:1][C:2]1[C:3]2[N:4]=[C:5]3[NH:6][CH2:7][CH2:8][CH2:9][CH2:10][N:11]3[C:12]=2[C:13]([N+:16]([O-:18])=[O:17])=[CH:14][CH:15]=1. Given the reactants [Cl:1][C:2]1[CH:15]=[CH:14][C:13]([N+:16]([O-:18])=[O:17])=[CH:12][C:3]=1[N:4]=[C:5]1[NH:11][CH2:10][CH2:9][CH2:8][CH2:7][NH:6]1.CC(C)([O-])C.[K+], predict the reaction product. (3) The product is: [Br:1][C:2]1[CH:7]=[CH:6][C:5]([O:8][CH2:14][C:15]([CH3:20])([N+:17]([O-:19])=[O:18])[CH3:16])=[CH:4][CH:3]=1. Given the reactants [Br:1][C:2]1[CH:7]=[CH:6][C:5]([OH:8])=[CH:4][CH:3]=1.CS(O[CH2:14][C:15]([CH3:20])([N+:17]([O-:19])=[O:18])[CH3:16])(=O)=O.C(=O)([O-])[O-].[Cs+].[Cs+], predict the reaction product. (4) Given the reactants [CH2:1]([NH:4][C:5]1[N:6]=[C:7](Cl)[C:8]2[CH:13]=[CH:12][N:11]([CH3:14])[C:9]=2[N:10]=1)[CH2:2][CH3:3].C(=O)([O-])[O-].[K+].[K+].Cl.[CH3:23][NH:24][CH3:25].O, predict the reaction product. The product is: [CH2:1]([NH:4][C:5]1[N:6]=[C:7]([N:24]([CH3:25])[CH3:23])[C:8]2[CH:13]=[CH:12][N:11]([CH3:14])[C:9]=2[N:10]=1)[CH2:2][CH3:3]. (5) Given the reactants [C:1]([O:10]C)(=O)[C:2]1[C:3](=[CH:5][CH:6]=[CH:7][CH:8]=1)[SH:4].[C:12]([C:14]1[CH:19]=[CH:18][CH:17]=[C:16]([O:20][CH2:21][CH2:22][CH3:23])[N:15]=1)#[N:13].C(N(CC)CC)C, predict the reaction product. The product is: [CH2:21]([O:20][C:16]1[N:15]=[C:14]([C:12]2[S:4][C:3]3[CH:5]=[CH:6][CH:7]=[CH:8][C:2]=3[C:1](=[O:10])[N:13]=2)[CH:19]=[CH:18][CH:17]=1)[CH2:22][CH3:23]. (6) The product is: [CH2:9]([O:10][C:1]1[CH:8]=[CH:7][C:5]([O:6][CH2:13][CH2:14][CH2:15][CH2:16][CH2:17][CH2:18][CH2:19][CH3:20])=[CH:4][CH:3]=1)[CH2:13][CH2:14][CH2:15][CH2:16][CH2:17][CH2:18][CH3:19]. Given the reactants [C:1]1([CH:8]=[CH:7][C:5]([OH:6])=[CH:4][CH:3]=1)O.[CH3:9][O-:10].[Na+].Br[CH2:13][CH2:14][CH2:15][CH2:16][CH2:17][CH2:18][CH2:19][CH3:20], predict the reaction product. (7) The product is: [CH3:1][O:2][C:3](=[O:18])[C:4]1[CH:9]=[C:8]([N:31]2[CH:32]=[C:28]([C:25]3[CH:24]=[CH:23][C:22]([CH2:21][O:20][CH3:19])=[CH:27][CH:26]=3)[N:29]=[CH:30]2)[C:7]([C:11]([F:14])([F:13])[F:12])=[CH:6][C:5]=1[N+:15]([O-:17])=[O:16]. Given the reactants [CH3:1][O:2][C:3](=[O:18])[C:4]1[CH:9]=[C:8](F)[C:7]([C:11]([F:14])([F:13])[F:12])=[CH:6][C:5]=1[N+:15]([O-:17])=[O:16].[CH3:19][O:20][CH2:21][C:22]1[CH:27]=[CH:26][C:25]([C:28]2[N:29]=[CH:30][NH:31][CH:32]=2)=[CH:24][CH:23]=1.C(OCC)(=O)C.O, predict the reaction product.